Dataset: Peptide-MHC class II binding affinity with 134,281 pairs from IEDB. Task: Regression. Given a peptide amino acid sequence and an MHC pseudo amino acid sequence, predict their binding affinity value. This is MHC class II binding data. (1) The peptide sequence is IRYPLTFGWCFKLVPVDPREVEEA. The MHC is HLA-DPA10201-DPB10501 with pseudo-sequence HLA-DPA10201-DPB10501. The binding affinity (normalized) is 0.217. (2) The peptide sequence is IFFMSPKGISRMSMA. The MHC is DRB1_0401 with pseudo-sequence DRB1_0401. The binding affinity (normalized) is 0.212. (3) The peptide sequence is TILKALGPAATLEEMMTA. The MHC is DRB1_1302 with pseudo-sequence DRB1_1302. The binding affinity (normalized) is 0.344. (4) The peptide sequence is TMGYVCSNLAEEIIT. The MHC is DRB1_0101 with pseudo-sequence DRB1_0101. The binding affinity (normalized) is 0.681. (5) The peptide sequence is GELQIVDSIDAAFKI. The MHC is DRB1_0802 with pseudo-sequence DRB1_0802. The binding affinity (normalized) is 0.514. (6) The peptide sequence is KAQGKTLGVNMVRRG. The MHC is DRB1_0801 with pseudo-sequence DRB1_0801. The binding affinity (normalized) is 0.493. (7) The peptide sequence is GELQIVDKIDAAFKI. The MHC is HLA-DQA10101-DQB10501 with pseudo-sequence HLA-DQA10101-DQB10501. The binding affinity (normalized) is 0.413. (8) The peptide sequence is SILKWHLHKVVEVPI. The MHC is DRB1_0401 with pseudo-sequence DRB1_0401. The binding affinity (normalized) is 0.395.